From a dataset of Peptide-MHC class I binding affinity with 185,985 pairs from IEDB/IMGT. Regression. Given a peptide amino acid sequence and an MHC pseudo amino acid sequence, predict their binding affinity value. This is MHC class I binding data. (1) The peptide sequence is PKETFLQSP. The MHC is HLA-A03:01 with pseudo-sequence HLA-A03:01. The binding affinity (normalized) is 0. (2) The peptide sequence is LVGAAIHPF. The MHC is HLA-A24:03 with pseudo-sequence HLA-A24:03. The binding affinity (normalized) is 0.413. (3) The peptide sequence is LLDSHYESV. The MHC is HLA-A02:02 with pseudo-sequence HLA-A02:02. The binding affinity (normalized) is 0.750.